This data is from Peptide-MHC class I binding affinity with 185,985 pairs from IEDB/IMGT. The task is: Regression. Given a peptide amino acid sequence and an MHC pseudo amino acid sequence, predict their binding affinity value. This is MHC class I binding data. (1) The peptide sequence is TPVEHGLVL. The MHC is HLA-A01:01 with pseudo-sequence HLA-A01:01. The binding affinity (normalized) is 0.135. (2) The MHC is HLA-A03:01 with pseudo-sequence HLA-A03:01. The peptide sequence is RVACRDVEV. The binding affinity (normalized) is 0.0847.